From a dataset of Full USPTO retrosynthesis dataset with 1.9M reactions from patents (1976-2016). Predict the reactants needed to synthesize the given product. (1) The reactants are: [CH2:1]([C:8]1([NH:11][C:12](=[O:15])[CH2:13][CH3:14])[CH2:10][CH2:9]1)[C:2]1[CH:7]=[CH:6][CH:5]=[CH:4][CH:3]=1.[N+:16]([O-])([O-:18])=[O:17].[K+].[OH-].[Na+]. Given the product [N+:16]([C:5]1[CH:6]=[CH:7][C:2]([CH2:1][C:8]2([NH:11][C:12](=[O:15])[CH2:13][CH3:14])[CH2:9][CH2:10]2)=[CH:3][CH:4]=1)([O-:18])=[O:17], predict the reactants needed to synthesize it. (2) Given the product [N:4]1[N:3]([CH2:7][C:8]([N:27]2[CH2:28][C@H:29]([CH2:31][C:32]3[CH:37]=[CH:36][CH:35]=[C:34]([O:38][CH3:39])[CH:33]=3)[CH2:30][C@H:26]2[C:24]([NH:23][C:20]2[CH:21]=[CH:22][C:17]([O:16][C:15]3[CH:14]=[CH:13][C:12]([F:11])=[CH:41][CH:40]=3)=[CH:18][CH:19]=2)=[O:25])=[O:10])[N:2]=[CH:6][CH:5]=1, predict the reactants needed to synthesize it. The reactants are: Cl.[N:2]1[N:3]([CH2:7][C:8]([OH:10])=O)[N:4]=[CH:5][CH:6]=1.[F:11][C:12]1[CH:41]=[CH:40][C:15]([O:16][C:17]2[CH:22]=[CH:21][C:20]([NH:23][C:24]([C@@H:26]3[CH2:30][C@@H:29]([CH2:31][C:32]4[CH:37]=[CH:36][CH:35]=[C:34]([O:38][CH3:39])[CH:33]=4)[CH2:28][NH:27]3)=[O:25])=[CH:19][CH:18]=2)=[CH:14][CH:13]=1. (3) The reactants are: [CH2:1]([O:3][C:4]1[CH:5]=[C:6]([CH:28]=[C:29]([O:32][CH2:33][CH3:34])[C:30]=1I)[CH2:7][N:8]1[CH2:11][C:10]2([CH2:15][C:14]([N:16]3[CH2:21][CH2:20][C:19]([CH3:27])([C:22]([O:24]CC)=[O:23])[CH2:18][CH2:17]3)=[N:13][O:12]2)[CH2:9]1)[CH3:2].[CH3:35][S:36]([C:39]1[CH:44]=[CH:43][C:42](B(O)O)=[CH:41][CH:40]=1)(=[O:38])=[O:37]. Given the product [CH2:1]([O:3][C:4]1[CH:5]=[C:6]([CH2:7][N:8]2[CH2:11][C:10]3([CH2:15][C:14]([N:16]4[CH2:17][CH2:18][C:19]([CH3:27])([C:22]([OH:24])=[O:23])[CH2:20][CH2:21]4)=[N:13][O:12]3)[CH2:9]2)[CH:28]=[C:29]([O:32][CH2:33][CH3:34])[C:30]=1[C:42]1[CH:43]=[CH:44][C:39]([S:36]([CH3:35])(=[O:38])=[O:37])=[CH:40][CH:41]=1)[CH3:2], predict the reactants needed to synthesize it. (4) Given the product [Cl:22][CH2:21][C:20]([NH:19][C:13]1[C:12]([CH2:11][OH:10])=[CH:17][CH:16]=[CH:15][C:14]=1[Cl:18])=[O:23], predict the reactants needed to synthesize it. The reactants are: O.[OH-].[Li+].CO.ClCC([O:10][CH2:11][C:12]1[CH:17]=[CH:16][CH:15]=[C:14]([Cl:18])[C:13]=1[NH:19][C:20](=[O:23])[CH2:21][Cl:22])=O.[NH4+].[Cl-]. (5) Given the product [NH2:1][C:4]1[CH:5]=[CH:6][C:7]([O:8][C:9]2[CH:14]=[CH:13][CH:12]=[CH:11][C:10]=2[C:15]2[CH:20]=[CH:19][N:18]=[C:17]([NH2:21])[N:16]=2)=[CH:22][CH:23]=1, predict the reactants needed to synthesize it. The reactants are: [N+:1]([C:4]1[CH:23]=[CH:22][C:7]([O:8][C:9]2[CH:14]=[CH:13][CH:12]=[CH:11][C:10]=2[C:15]2[CH:20]=[CH:19][N:18]=[C:17]([NH2:21])[N:16]=2)=[CH:6][CH:5]=1)([O-])=O.[H][H]. (6) Given the product [NH:3]1[CH:7]=[C:6]([C:8]2[CH:9]=[C:10]([CH2:14][C:15]([OH:17])=[O:16])[CH:11]=[CH:12][CH:13]=2)[CH:5]=[N:4]1, predict the reactants needed to synthesize it. The reactants are: [OH-].[Na+].[NH:3]1[CH:7]=[C:6]([C:8]2[CH:9]=[C:10]([CH2:14][C:15]([O:17]CC)=[O:16])[CH:11]=[CH:12][CH:13]=2)[CH:5]=[N:4]1. (7) Given the product [OH:28][CH2:27][C:23]12[CH2:26][C:19]([C:17]3[NH:16][C:3]4[C:4](=[O:15])[N:5]([CH2:12][CH2:13][CH3:14])[C:6](=[O:11])[N:7]([CH2:8][CH2:9][CH3:10])[C:2]=4[N:1]=3)([CH2:25][CH2:24]1)[CH2:20][CH2:21][CH2:22]2, predict the reactants needed to synthesize it. The reactants are: [NH2:1][C:2]1[N:7]([CH2:8][CH2:9][CH3:10])[C:6](=[O:11])[N:5]([CH2:12][CH2:13][CH3:14])[C:4](=[O:15])[C:3]=1[NH:16][C:17]([C:19]12[CH2:26][C:23]([CH2:27][OH:28])([CH2:24][CH2:25]1)[CH2:22][CH2:21][CH2:20]2)=O.[OH-].[Na+]. (8) The reactants are: [S:1]1[C:5]2=[N:6][CH:7]=[CH:8][CH:9]=[C:4]2[C:3](=[O:10])[NH:2]1.I[CH2:12][C:13]([N:15]1[CH2:20][CH2:19][N:18]([C:21]([O:23][C:24]([CH3:27])([CH3:26])[CH3:25])=[O:22])[CH2:17][CH2:16]1)=[O:14].C([O-])([O-])=O.[Cs+].[Cs+].CCN(CC)CC. Given the product [O:10]=[C:3]1[C:4]2[C:5](=[N:6][CH:7]=[CH:8][CH:9]=2)[S:1][N:2]1[CH2:12][C:13]([N:15]1[CH2:20][CH2:19][N:18]([C:21]([O:23][C:24]([CH3:27])([CH3:26])[CH3:25])=[O:22])[CH2:17][CH2:16]1)=[O:14], predict the reactants needed to synthesize it.